The task is: Predict the product of the given reaction.. This data is from Forward reaction prediction with 1.9M reactions from USPTO patents (1976-2016). (1) Given the reactants [NH2:1][C@H:2]1[C@@H:11]([CH2:12][C:13]2[CH:18]=[CH:17][CH:16]=[CH:15][CH:14]=2)[C:10]2[C:5](=[CH:6][CH:7]=[C:8]([N:19]3[CH2:22][CH:21]([NH:23][S:24]([CH2:27][CH2:28][CH3:29])(=[O:26])=[O:25])[CH2:20]3)[CH:9]=2)[O:4][CH2:3]1.[CH:30](=O)[CH2:31][CH3:32].C(O)(=O)C.C([BH3-])#N.[Na+].C(=O)(O)[O-].[Na+], predict the reaction product. The product is: [CH2:12]([C@H:11]1[C:10]2[C:5](=[CH:6][CH:7]=[C:8]([N:19]3[CH2:22][CH:21]([NH:23][S:24]([CH2:27][CH2:28][CH3:29])(=[O:26])=[O:25])[CH2:20]3)[CH:9]=2)[O:4][CH2:3][C@H:2]1[NH:1][CH2:30][CH2:31][CH3:32])[C:13]1[CH:14]=[CH:15][CH:16]=[CH:17][CH:18]=1. (2) The product is: [C:33]([O:37][C:38]([N:40]1[C@H:41]([C:58](=[O:59])[NH:29][C@:24]2([C:22]([NH:21][S:20]([C:15]3[CH:16]=[CH:17][CH:18]=[CH:19][C:14]=3[NH:13][CH2:12][CH2:11][CH2:10][CH2:9][N:7]([CH2:6][CH2:5][CH2:4][C:3]([O:2][CH3:1])=[O:32])[CH3:8])(=[O:31])=[O:30])=[O:23])[CH2:26][C@H:25]2[CH:27]=[CH2:28])[CH2:42][C@@H:43]([O:45][C:46]([N:48]2[CH2:56][C:55]3[C:50](=[CH:51][CH:52]=[CH:53][C:54]=3[F:57])[CH2:49]2)=[O:47])[CH2:44]1)=[O:39])([CH3:36])([CH3:34])[CH3:35]. Given the reactants [CH3:1][O:2][C:3](=[O:32])[CH2:4][CH2:5][CH2:6][N:7]([CH2:9][CH2:10][CH2:11][CH2:12][NH:13][C:14]1[CH:19]=[CH:18][CH:17]=[CH:16][C:15]=1[S:20](=[O:31])(=[O:30])[NH:21][C:22]([C@@:24]1([NH2:29])[CH2:26][C@H:25]1[CH:27]=[CH2:28])=[O:23])[CH3:8].[C:33]([O:37][C:38]([N:40]1[CH2:44][C@H:43]([O:45][C:46]([N:48]2[CH2:56][C:55]3[C:50](=[CH:51][CH:52]=[CH:53][C:54]=3[F:57])[CH2:49]2)=[O:47])[CH2:42][C@H:41]1[C:58](O)=[O:59])=[O:39])([CH3:36])([CH3:35])[CH3:34].CN(C(ON1N=NC2C=CC=NC1=2)=[N+](C)C)C.F[P-](F)(F)(F)(F)F.CCN(C(C)C)C(C)C, predict the reaction product. (3) Given the reactants C([NH:8][C:9]1[CH2:14][CH2:13][O:12][CH2:11][C:10]=1[C:15]([O:17][CH2:18][CH3:19])=[O:16])C1C=CC=CC=1.[CH3:32][C:31]([O:30][C:28](O[C:28]([O:30][C:31]([CH3:34])([CH3:33])[CH3:32])=[O:29])=[O:29])([CH3:34])[CH3:33], predict the reaction product. The product is: [C:31]([O:30][C:28]([NH:8][CH:9]1[CH2:14][CH2:13][O:12][CH2:11][CH:10]1[C:15]([O:17][CH2:18][CH3:19])=[O:16])=[O:29])([CH3:32])([CH3:33])[CH3:34]. (4) Given the reactants B(Br)(Br)Br.[Cl:5][C:6]1[CH:11]=[C:10]([O:12]C)[CH:9]=[C:8]([O:14][CH3:15])[C:7]=1[C:16](=[O:26])[CH2:17][C:18]1[CH:23]=[CH:22][C:21]([O:24]C)=[CH:20][CH:19]=1, predict the reaction product. The product is: [Cl:5][C:6]1[C:7]2[C:16](=[O:26])[C:17]([C:18]3[CH:23]=[CH:22][C:21]([OH:24])=[CH:20][CH:19]=3)=[CH:15][O:14][C:8]=2[CH:9]=[C:10]([OH:12])[CH:11]=1. (5) Given the reactants Br[CH:2]([C:4]1[C:13]([Cl:14])=[N:12][CH:11]=[CH:10][C:5]=1[C:6]([O:8]C)=O)[CH3:3].Cl.[CH3:16][C:17]1[CH:18]=[C:19]([CH2:29][NH2:30])[CH:20]=[N:21][C:22]=1[O:23][CH2:24][C:25]([F:28])([F:27])[F:26], predict the reaction product. The product is: [Cl:14][C:13]1[C:4]2[CH:2]([CH3:3])[N:30]([CH2:29][C:19]3[CH:20]=[N:21][C:22]([O:23][CH2:24][C:25]([F:28])([F:26])[F:27])=[C:17]([CH3:16])[CH:18]=3)[C:6](=[O:8])[C:5]=2[CH:10]=[CH:11][N:12]=1. (6) Given the reactants [N-:1]=[N+:2]=[N-:3].[Na+].CS(O[CH2:10][CH2:11][CH2:12][C:13]1([O:19][Si:20]([C:23]([CH3:26])([CH3:25])[CH3:24])([CH3:22])[CH3:21])[CH2:18][CH2:17][CH2:16][CH2:15][CH2:14]1)(=O)=O, predict the reaction product. The product is: [N:1]([CH2:10][CH2:11][CH2:12][C:13]1([O:19][Si:20]([C:23]([CH3:24])([CH3:26])[CH3:25])([CH3:21])[CH3:22])[CH2:14][CH2:15][CH2:16][CH2:17][CH2:18]1)=[N+:2]=[N-:3]. (7) Given the reactants [F:1][C:2]1([F:42])[C@@H:7]([O:8][C:9]2[CH:16]=[CH:15][C:14]([C:17]3[N:22]=[C:21]([NH:23][C:24]4[CH:29]=[CH:28][C:27]([N:30]5[CH2:35][CH2:34][N:33]([CH:36]6[CH2:39][O:38][CH2:37]6)[CH2:32][CH2:31]5)=[C:26]([O:40][CH3:41])[CH:25]=4)[N:20]=[CH:19][N:18]=3)=[CH:13][C:10]=2[C:11]#[N:12])[CH2:6][CH2:5][NH:4][CH2:3]1.[C:43](O)(=[O:46])[CH2:44][OH:45].C(N(CC)C(C)C)(C)C.CN(C(ON1N=NC2C=CC=NC1=2)=[N+](C)C)C.F[P-](F)(F)(F)(F)F, predict the reaction product. The product is: [F:42][C:2]1([F:1])[C@@H:7]([O:8][C:9]2[CH:16]=[CH:15][C:14]([C:17]3[N:22]=[C:21]([NH:23][C:24]4[CH:29]=[CH:28][C:27]([N:30]5[CH2:35][CH2:34][N:33]([CH:36]6[CH2:39][O:38][CH2:37]6)[CH2:32][CH2:31]5)=[C:26]([O:40][CH3:41])[CH:25]=4)[N:20]=[CH:19][N:18]=3)=[CH:13][C:10]=2[C:11]#[N:12])[CH2:6][CH2:5][N:4]([C:44](=[O:45])[CH2:43][OH:46])[CH2:3]1. (8) Given the reactants Cl[C:2]1[CH:7]=[C:6]([C:8]2[N:12]3[N:13]=[C:14]([NH:17][C@H:18]4[CH2:23][CH2:22][C@H:21]([OH:24])[CH2:20][CH2:19]4)[CH:15]=[CH:16][C:11]3=[N:10][CH:9]=2)[CH:5]=[CH:4][N:3]=1.[CH3:25][S-:26].[Na+], predict the reaction product. The product is: [CH3:25][S:26][C:2]1[CH:7]=[C:6]([C:8]2[N:12]3[N:13]=[C:14]([NH:17][C@H:18]4[CH2:23][CH2:22][C@H:21]([OH:24])[CH2:20][CH2:19]4)[CH:15]=[CH:16][C:11]3=[N:10][CH:9]=2)[CH:5]=[CH:4][N:3]=1. (9) The product is: [CH3:26][C:4]1[N:3]=[C:2]([C:27]2[CH:32]=[CH:31][CH:30]=[CH:29][CH:28]=2)[C:11]2[CH2:10][CH2:9][C@H:8]3[C@H:12]([CH3:19])[C:13](=[O:18])[C:14]([C:16]#[N:17])=[CH:15][C@:7]3([C:20]3[CH:25]=[CH:24][CH:23]=[CH:22][CH:21]=3)[C:6]=2[N:5]=1. Given the reactants Cl[C:2]1[C:11]2[CH2:10][CH2:9][C@H:8]3[C@H:12]([CH3:19])[C:13](=[O:18])[C:14]([C:16]#[N:17])=[CH:15][C@:7]3([C:20]3[CH:25]=[CH:24][CH:23]=[CH:22][CH:21]=3)[C:6]=2[N:5]=[C:4]([CH3:26])[N:3]=1.[C:27]1(B(O)O)[CH:32]=[CH:31][CH:30]=[CH:29][CH:28]=1.C(=O)([O-])[O-].[Na+].[Na+], predict the reaction product.